The task is: Predict which catalyst facilitates the given reaction.. This data is from Catalyst prediction with 721,799 reactions and 888 catalyst types from USPTO. (1) Reactant: [F:1][C:2]([F:14])([F:13])[O:3][C:4]1[CH:9]=[CH:8][C:7]([CH2:10][C:11]#[N:12])=[CH:6][CH:5]=1.C[Li].[CH2:17]([CH:19]1[O:21][CH2:20]1)Br.C[Mg]Br. Product: [OH:21][CH:19]1[CH2:20][C:10]([C:7]2[CH:6]=[CH:5][C:4]([O:3][C:2]([F:13])([F:14])[F:1])=[CH:9][CH:8]=2)([C:11]#[N:12])[CH2:17]1. The catalyst class is: 165. (2) Reactant: [CH3:1][O:2][C:3]1[CH:11]=[CH:10][C:6]([C:7](Cl)=[O:8])=[CH:5][CH:4]=1.C(N(CC)CC)C.ClCCl.[N:22]1([C:28]2[CH:34]=[CH:33][C:32]([C:35]([F:38])([F:37])[F:36])=[CH:31][C:29]=2[NH2:30])[CH2:27][CH2:26][CH2:25][CH2:24][CH2:23]1. Product: [N:22]1([C:28]2[CH:34]=[CH:33][C:32]([C:35]([F:37])([F:38])[F:36])=[CH:31][C:29]=2[NH:30][C:7](=[O:8])[C:6]2[CH:10]=[CH:11][C:3]([O:2][CH3:1])=[CH:4][CH:5]=2)[CH2:23][CH2:24][CH2:25][CH2:26][CH2:27]1. The catalyst class is: 6. (3) Reactant: [CH3:1][O:2][C:3]1[CH:10]=[C:9]([O:11][CH3:12])[CH:8]=[CH:7][C:4]=1[CH2:5][NH2:6].C(N(CC)CC)C.[Cl:20][CH2:21][C:22](Cl)=[O:23]. Product: [CH3:1][O:2][C:3]1[CH:10]=[C:9]([O:11][CH3:12])[CH:8]=[CH:7][C:4]=1[CH2:5][NH:6][C:22](=[O:23])[CH2:21][Cl:20]. The catalyst class is: 7. (4) Reactant: [NH2:1][C:2]1[CH:7]=[CH:6][C:5]([Cl:8])=[CH:4][C:3]=1[OH:9].[Cl:10][C:11]1[CH:16]=[C:15]([N+:17]([O-:19])=[O:18])[CH:14]=[CH:13][C:12]=1F.C(=O)([O-])[O-].[K+].[K+]. Product: [Cl:8][C:5]1[CH:6]=[CH:7][C:2]([NH2:1])=[C:3]([O:9][C:12]2[CH:13]=[CH:14][C:15]([N+:17]([O-:19])=[O:18])=[CH:16][C:11]=2[Cl:10])[CH:4]=1. The catalyst class is: 3. (5) Reactant: [F:1][C:2]1[C:3]([C:22](=[O:30])[NH:23][C:24]2[CH:29]=[CH:28][CH:27]=[CH:26][CH:25]=2)=[C:4]([NH:8][C:9](=O)[C@@H:10]([NH:13][C:14](=[O:20])[O:15][C:16]([CH3:19])([CH3:18])[CH3:17])[CH2:11][CH3:12])[CH:5]=[CH:6][CH:7]=1.C(N(CC)CC)C.C/C(/O[Si](C)(C)C)=N\[Si](C)(C)C. Product: [F:1][C:2]1[CH:7]=[CH:6][CH:5]=[C:4]2[C:3]=1[C:22](=[O:30])[N:23]([C:24]1[CH:29]=[CH:28][CH:27]=[CH:26][CH:25]=1)[C:9]([C@@H:10]([NH:13][C:14](=[O:20])[O:15][C:16]([CH3:19])([CH3:18])[CH3:17])[CH2:11][CH3:12])=[N:8]2. The catalyst class is: 10.